From a dataset of Full USPTO retrosynthesis dataset with 1.9M reactions from patents (1976-2016). Predict the reactants needed to synthesize the given product. Given the product [O:14]=[C:13]([N:15]1[CH2:16][CH2:17][N:18]([C:21](=[O:32])[C:22]2[CH:27]=[CH:26][CH:25]=[CH:24][C:23]=2[C:28]([F:31])([F:29])[F:30])[CH2:19][CH2:20]1)[CH2:12][NH:11][C:64](=[O:65])[C:63]1[CH:67]=[CH:68][C:60]([N:54]2[CH2:59][CH2:58][CH2:57][CH2:56][CH2:55]2)=[CH:61][CH:62]=1, predict the reactants needed to synthesize it. The reactants are: CCN(C(C)C)C(C)C.Cl.[NH2:11][CH2:12][C:13]([N:15]1[CH2:20][CH2:19][N:18]([C:21](=[O:32])[C:22]2[CH:27]=[CH:26][CH:25]=[CH:24][C:23]=2[C:28]([F:31])([F:30])[F:29])[CH2:17][CH2:16]1)=[O:14].C1C=CC2N(O)N=NC=2C=1.CCN=C=NCCCN(C)C.[N:54]1([C:60]2[CH:68]=[CH:67][C:63]([C:64](O)=[O:65])=[CH:62][CH:61]=2)[CH2:59][CH2:58][CH2:57][CH2:56][CH2:55]1.